From a dataset of Catalyst prediction with 721,799 reactions and 888 catalyst types from USPTO. Predict which catalyst facilitates the given reaction. (1) Reactant: Cl[C:2]1[C:7]2[C:8]([CH3:11])=[N:9][NH:10][C:6]=2[CH:5]=[CH:4][N:3]=1.[CH3:12][O:13][C:14]1[CH:19]=[C:18]([O:20][CH3:21])[CH:17]=[CH:16][C:15]=1[CH2:22][NH2:23]. Product: [CH3:12][O:13][C:14]1[CH:19]=[C:18]([O:20][CH3:21])[CH:17]=[CH:16][C:15]=1[CH2:22][NH:23][C:6]1[CH:5]=[CH:4][N:3]=[C:2]2[NH:10][N:9]=[C:8]([CH3:11])[C:7]=12. The catalyst class is: 51. (2) Reactant: C([O:3][C:4](=O)[C:5]([F:13])([F:12])[C:6]1[CH:11]=[CH:10][CH:9]=[CH:8][CH:7]=1)C.[BH4-].[Na+].Cl. Product: [F:12][C:5]([F:13])([C:6]1[CH:7]=[CH:8][CH:9]=[CH:10][CH:11]=1)[CH2:4][OH:3]. The catalyst class is: 8.